From a dataset of Catalyst prediction with 721,799 reactions and 888 catalyst types from USPTO. Predict which catalyst facilitates the given reaction. (1) Reactant: [CH3:1][C:2]1([CH2:6][OH:7])[CH2:5][O:4][CH2:3]1.[H-].[Na+].[Br:10][C:11]1[C:12](Cl)=[N:13][C:14]([Cl:17])=[N:15][CH:16]=1. Product: [Br:10][C:11]1[C:12]([O:7][CH2:6][C:2]2([CH3:1])[CH2:5][O:4][CH2:3]2)=[N:13][C:14]([Cl:17])=[N:15][CH:16]=1. The catalyst class is: 1. (2) Reactant: B(Br)(Br)Br.C([O:12][CH2:13][C:14]([N:16]1[CH2:21][CH2:20][CH2:19][C:18]2[S:22][C:23]([C:25]3[CH:30]=[CH:29][C:28]([O:31][C@H:32]4[CH2:35][C@H:34]([N:36]5[CH2:41][CH2:40][CH2:39][CH2:38][CH2:37]5)[CH2:33]4)=[CH:27][CH:26]=3)=[N:24][C:17]1=2)=[O:15])C1C=CC=CC=1.O. Product: [O:15]=[C:14]([N:16]1[CH2:21][CH2:20][CH2:19][C:18]2[S:22][C:23]([C:25]3[CH:26]=[CH:27][C:28]([O:31][C@H:32]4[CH2:35][C@H:34]([N:36]5[CH2:37][CH2:38][CH2:39][CH2:40][CH2:41]5)[CH2:33]4)=[CH:29][CH:30]=3)=[N:24][C:17]1=2)[CH2:13][OH:12]. The catalyst class is: 4. (3) Reactant: [OH:1][CH2:2][C:3]1[CH:20]=[CH:19][C:6]([O:7][CH2:8][CH2:9][CH2:10][NH:11]C(=O)OC(C)(C)C)=[CH:5][CH:4]=1.[C:21]([OH:27])([C:23]([F:26])([F:25])[F:24])=[O:22]. Product: [F:24][C:23]([F:26])([F:25])[C:21]([OH:27])=[O:22].[NH2:11][CH2:10][CH2:9][CH2:8][O:7][C:6]1[CH:19]=[CH:20][C:3]([CH2:2][OH:1])=[CH:4][CH:5]=1. The catalyst class is: 2. (4) Reactant: N[C:2]1[N:6]([C:7]2[CH:12]=[CH:11][CH:10]=[CH:9][C:8]=2[CH3:13])[N:5]=[C:4]([C:14]([O:16][CH2:17][CH3:18])=[O:15])[CH:3]=1.S(=O)(=O)(O)O.[I-:24].[K+].N([O-])=O.[Na+]. Product: [I:24][C:2]1[N:6]([C:7]2[CH:12]=[CH:11][CH:10]=[CH:9][C:8]=2[CH3:13])[N:5]=[C:4]([C:14]([O:16][CH2:17][CH3:18])=[O:15])[CH:3]=1. The catalyst class is: 6. (5) Reactant: [C:1]([CH2:4][C:5]#[N:6])(=O)[CH3:2].C(N([CH2:12][CH3:13])CC)C.Cl.Cl.[NH2:16][NH2:17]. The catalyst class is: 8. Product: [CH3:2][C:1]1[C:4]([C:13]2[CH:12]=[CH:5][CH:4]=[CH:1][CH:2]=2)=[C:5]([NH2:6])[NH:17][N:16]=1.